The task is: Predict the product of the given reaction.. This data is from Forward reaction prediction with 1.9M reactions from USPTO patents (1976-2016). (1) Given the reactants [Cl:1][C:2]1[C:11]2[C:6](=[CH:7][CH:8]=[CH:9][CH:10]=2)[CH:5]=[CH:4][C:3]=1[CH2:12][CH2:13][CH2:14][NH2:15].[O:16]1[CH:20]=[CH:19][CH:18]=[C:17]1[CH:21]=O, predict the reaction product. The product is: [Cl:1][C:2]1[C:11]2[C:6](=[CH:7][CH:8]=[CH:9][CH:10]=2)[CH:5]=[CH:4][C:3]=1[CH2:12][CH2:13][CH2:14][NH:15][CH2:21][C:17]1[O:16][CH:20]=[CH:19][CH:18]=1. (2) Given the reactants Br[C:2]1[CH:17]=[CH:16][C:5]2[N:6]([CH2:11][C:12]([CH3:15])([CH3:14])[CH3:13])[C:7](=[O:10])[N:8]([CH3:9])[C:4]=2[CH:3]=1.[B:18]1([B:18]2[O:22][C:21]([CH3:24])([CH3:23])[C:20]([CH3:26])([CH3:25])[O:19]2)[O:22][C:21]([CH3:24])([CH3:23])[C:20]([CH3:26])([CH3:25])[O:19]1.C([O-])(=O)C.[K+], predict the reaction product. The product is: [CH3:13][C:12]([CH3:15])([CH3:14])[CH2:11][N:6]1[C:5]2[CH:16]=[CH:17][C:2]([B:18]3[O:22][C:21]([CH3:24])([CH3:23])[C:20]([CH3:26])([CH3:25])[O:19]3)=[CH:3][C:4]=2[N:8]([CH3:9])[C:7]1=[O:10]. (3) Given the reactants [CH3:1][C:2]1[N:10]=[CH:9][CH:8]=[C:7]([CH3:11])[C:3]=1[C:4]([OH:6])=O.[NH2:12][C:13]1[CH:14]=[C:15]([CH2:20][C:21]([NH:23][CH:24]([C:31]2[CH:36]=[CH:35][C:34]([Cl:37])=[CH:33][C:32]=2[CH3:38])[C:25]2[CH:30]=[CH:29][CH:28]=[CH:27][CH:26]=2)=[O:22])[CH:16]=[CH:17][C:18]=1[OH:19], predict the reaction product. The product is: [Cl:37][C:34]1[CH:35]=[CH:36][C:31]([CH:24]([NH:23][C:21](=[O:22])[CH2:20][C:15]2[CH:16]=[CH:17][C:18]([OH:19])=[C:13]([NH:12][C:4](=[O:6])[C:3]3[C:7]([CH3:11])=[CH:8][CH:9]=[N:10][C:2]=3[CH3:1])[CH:14]=2)[C:25]2[CH:30]=[CH:29][CH:28]=[CH:27][CH:26]=2)=[C:32]([CH3:38])[CH:33]=1. (4) Given the reactants [SH:1][CH2:2][C:3]([NH2:5])=[O:4].[CH2:6]([O:13][CH2:14][C@H:15]([CH3:34])[CH2:16][C:17]1[N:22]=[C:21](Cl)[C:20]([C:24]#[N:25])=[C:19]([C:26]2[CH:31]=[CH:30][C:29]([Cl:32])=[C:28]([Cl:33])[CH:27]=2)[N:18]=1)[C:7]1[CH:12]=[CH:11][CH:10]=[CH:9][CH:8]=1.C([O-])([O-])=O.[K+].[K+], predict the reaction product. The product is: [NH2:25][C:24]1[C:20]2[C:19]([C:26]3[CH:31]=[CH:30][C:29]([Cl:32])=[C:28]([Cl:33])[CH:27]=3)=[N:18][C:17]([CH2:16][C@@H:15]([CH3:34])[CH2:14][O:13][CH2:6][C:7]3[CH:8]=[CH:9][CH:10]=[CH:11][CH:12]=3)=[N:22][C:21]=2[S:1][C:2]=1[C:3]([NH2:5])=[O:4]. (5) Given the reactants [Br:1][C:2]1[CH:10]=[CH:9][C:5]([C:6]([OH:8])=[O:7])=[CH:4][C:3]=1[F:11].[N+:12]([O-])([O-:14])=[O:13].[K+], predict the reaction product. The product is: [Br:1][C:2]1[C:3]([F:11])=[CH:4][C:5]([C:6]([OH:8])=[O:7])=[C:9]([N+:12]([O-:14])=[O:13])[CH:10]=1.